Predict the reaction yield, written as a fraction of the theoretical maximum amount of product (1.0 means a 100% yield; for example, 0.34 means a 34% yield). From a dataset of Reaction yield outcomes from USPTO patents with 853,638 reactions. (1) The reactants are [Br:1][C:2]1[CH:7]=[CH:6][CH:5]=[CH:4][C:3]=1[NH:8][N:9]=[C:10]([C:16]#[N:17])[C:11]([NH:13][CH2:14][CH3:15])=[O:12].[Cl-].[Al+3].[Cl-].[Cl-].[C@H](O)(C([O-])=O)[C@@H](O)C([O-])=O.[Na+].[K+]. The catalyst is C1(C)C=CC=CC=1.C(OCC)(=O)C. The product is [NH2:17][C:16]1[C:4]2[C:3](=[C:2]([Br:1])[CH:7]=[CH:6][CH:5]=2)[N:8]=[N:9][C:10]=1[C:11]([NH:13][CH2:14][CH3:15])=[O:12]. The yield is 0.690. (2) The reactants are [C:1](=[NH:20])([O:3][CH2:4][CH2:5][C:6]1[CH:11]=[CH:10][C:9]([O:12][C:13]2[CH:18]=[CH:17][C:16]([F:19])=[CH:15][CH:14]=2)=[CH:8][CH:7]=1)[NH2:2].[CH:21]([CH:23]([CH2:28][C:29]1[CH:30]=[N:31][C:32]([O:35][CH3:36])=[N:33][CH:34]=1)[C:24](OC)=O)=[O:22].C([O-])([O-])=O.[K+].[K+]. The catalyst is CN1C(=O)CCC1. The product is [F:19][C:16]1[CH:17]=[CH:18][C:13]([O:12][C:9]2[CH:8]=[CH:7][C:6]([CH2:5][CH2:4][O:3][C:1]3[NH:2][CH:24]=[C:23]([CH2:28][C:29]4[CH:30]=[N:31][C:32]([O:35][CH3:36])=[N:33][CH:34]=4)[C:21](=[O:22])[N:20]=3)=[CH:11][CH:10]=2)=[CH:14][CH:15]=1. The yield is 0.183. (3) The reactants are [F:1][C:2]1[CH:3]=[C:4]([CH:8]=[CH:9][C:10]=1[O:11][C:12]1[CH:17]=[C:16]([C:18]2[NH:19][C:20]([C:23]3[S:24][CH:25]=[CH:26][N:27]=3)=[CH:21][CH:22]=2)[CH:15]=[C:14]([O:28][C@@H:29]([CH3:33])[CH2:30][O:31][CH3:32])[CH:13]=1)[C:5]([OH:7])=O.[NH:34]1[CH2:39][CH2:38][O:37][CH2:36][CH2:35]1.CN(C(ON1N=NC2C=CC=NC1=2)=[N+](C)C)C.F[P-](F)(F)(F)(F)F.C(N(CC)C(C)C)(C)C. The catalyst is O1CCCC1.[Cl-].[Na+].O. The product is [F:1][C:2]1[CH:3]=[C:4]([CH:8]=[CH:9][C:10]=1[O:11][C:12]1[CH:17]=[C:16]([C:18]2[NH:19][C:20]([C:23]3[S:24][CH:25]=[CH:26][N:27]=3)=[CH:21][CH:22]=2)[CH:15]=[C:14]([O:28][C@@H:29]([CH3:33])[CH2:30][O:31][CH3:32])[CH:13]=1)[C:5]([N:34]1[CH2:39][CH2:38][O:37][CH2:36][CH2:35]1)=[O:7]. The yield is 0.700.